The task is: Binary Classification. Given a drug SMILES string, predict its activity (active/inactive) in a high-throughput screening assay against a specified biological target.. This data is from Cav3 T-type calcium channel HTS with 100,875 compounds. The molecule is s1c2ncnc(NCCN3CCOCC3)c2c(c2ccc(cc2)C)c1. The result is 0 (inactive).